From a dataset of Full USPTO retrosynthesis dataset with 1.9M reactions from patents (1976-2016). Predict the reactants needed to synthesize the given product. (1) Given the product [CH3:11][O:10][C:8](=[O:9])[C:7]([NH:6][C:3](=[O:5])[CH3:4])([CH:17]1[CH2:23][CH2:22][CH2:21][C:20]2[CH:24]=[C:25]([CH2:28][CH2:29][CH2:30][CH2:31][CH2:32][CH2:33][CH2:34][CH3:35])[CH:26]=[CH:27][C:19]=2[C:18]1=[O:36])[C:12]([O:14][CH3:15])=[O:13], predict the reactants needed to synthesize it. The reactants are: [H-].[Na+].[C:3]([NH:6][CH:7]([C:12]([O:14][CH3:15])=[O:13])[C:8]([O:10][CH3:11])=[O:9])(=[O:5])[CH3:4].Br[CH:17]1[CH2:23][CH2:22][CH2:21][C:20]2[CH:24]=[C:25]([CH2:28][CH2:29][CH2:30][CH2:31][CH2:32][CH2:33][CH2:34][CH3:35])[CH:26]=[CH:27][C:19]=2[C:18]1=[O:36]. (2) Given the product [Cl:1][C:2]1[N:7]=[N:6][C:5]([NH2:8])=[CH:4][C:3]=1[CH3:20], predict the reactants needed to synthesize it. The reactants are: [Cl:1][C:2]1[N:7]=[N:6][C:5]([NH:8]CC2C=CC(OC)=CC=2OC)=[CH:4][C:3]=1[CH3:20].C(O)(C(F)(F)F)=O. (3) Given the product [CH3:23][C:17]1([C:20]([O:22][CH2:24][C:25]2[CH:30]=[CH:29][CH:28]=[CH:27][CH:26]=2)=[O:21])[CH2:18][CH2:19][CH:14]([C:12]([O:11][C:7]([CH3:10])([CH3:8])[CH3:9])=[O:13])[CH2:15][CH2:16]1, predict the reactants needed to synthesize it. The reactants are: C(=O)([O-])[O-].[K+].[K+].[C:7]([O:11][C:12]([CH:14]1[CH2:19][CH2:18][C:17]([CH3:23])([C:20]([OH:22])=[O:21])[CH2:16][CH2:15]1)=[O:13])([CH3:10])([CH3:9])[CH3:8].[CH2:24](Br)[C:25]1[CH:30]=[CH:29][CH:28]=[CH:27][CH:26]=1.C(OCC)(=O)C. (4) The reactants are: [OH-].[Li+].[Br:3][C:4]1[N:5]([C:26]2[C:35]3[C:30](=[CH:31][CH:32]=[CH:33][CH:34]=3)[C:29]([CH:36]3[CH2:38][CH2:37]3)=[CH:28][CH:27]=2)[C:6]([S:9][CH2:10][C:11]([NH:13][CH:14]([CH2:19][C:20]2[CH:25]=[CH:24][CH:23]=[CH:22][CH:21]=2)[C:15]([O:17]C)=[O:16])=[O:12])=[N:7][N:8]=1. Given the product [Br:3][C:4]1[N:5]([C:26]2[C:35]3[C:30](=[CH:31][CH:32]=[CH:33][CH:34]=3)[C:29]([CH:36]3[CH2:38][CH2:37]3)=[CH:28][CH:27]=2)[C:6]([S:9][CH2:10][C:11]([NH:13][CH:14]([CH2:19][C:20]2[CH:25]=[CH:24][CH:23]=[CH:22][CH:21]=2)[C:15]([OH:17])=[O:16])=[O:12])=[N:7][N:8]=1, predict the reactants needed to synthesize it. (5) Given the product [CH3:1][C:2]1[C:3]([C:10]([O:12][CH3:17])=[O:11])=[N:4][C:5]([CH3:9])=[C:6]([CH3:8])[N:7]=1, predict the reactants needed to synthesize it. The reactants are: [CH3:1][C:2]1[C:3]([C:10]([O-:12])=[O:11])=[N:4][C:5]([CH3:9])=[C:6]([CH3:8])[N:7]=1.S(Cl)(Cl)=O.[C:17](=O)(O)[O-].[Na+]. (6) The reactants are: [Cl:1][C:2]1[CH:8]=[CH:7][C:5]([NH2:6])=[CH:4][CH:3]=1.C[Al](C)C.[F:13][C:14]1[CH:19]=[CH:18][C:17]([N:20]([CH2:22][C:23]#[N:24])[CH3:21])=[CH:16][CH:15]=1. Given the product [Cl:1][C:2]1[CH:8]=[CH:7][C:5]([NH:6][C:23](=[NH:24])[CH2:22][N:20]([C:17]2[CH:18]=[CH:19][C:14]([F:13])=[CH:15][CH:16]=2)[CH3:21])=[CH:4][CH:3]=1, predict the reactants needed to synthesize it. (7) Given the product [OH:27][C@@H:17]1[CH2:18][CH2:19][C@@:20]2([CH3:21])[C@H:15](/[C:14](=[CH:28]\[CH3:29])/[C:13](=[O:30])[C@@H:12]3[C@@H:22]2[CH2:23][CH2:24][C@@:25]2([CH3:26])[C@H:11]3[CH2:10][CH2:9][C@@H:8]2[C@H:6]([CH3:7])[CH2:5][CH2:4][C:3]([OH:31])=[O:2])[CH2:16]1, predict the reactants needed to synthesize it. The reactants are: C[O:2][C:3](=[O:31])[CH2:4][CH2:5][C@H:6]([C@@H:8]1[C@:25]2([CH3:26])[C@H:11]([C@H:12]3[C@H:22]([CH2:23][CH2:24]2)[C@:20]2([CH3:21])[C@@H:15]([CH2:16][C@H:17]([OH:27])[CH2:18][CH2:19]2)/[C:14](=[CH:28]\[CH3:29])/[C:13]3=[O:30])[CH2:10][CH2:9]1)[CH3:7].[OH-].[Na+]. (8) Given the product [CH3:1][O:2][C:3]1[CH:8]=[CH:7][C:6]([C:9]([NH:24][C:25]2[O:26][C:27]([CH3:43])([CH3:42])[C:28]([F:41])([F:40])[C@:29]([C:32]3[CH:37]=[C:36]([NH:47][C:46]4[CH:48]=[CH:49][CH:50]=[CH:51][C:45]=4[Cl:44])[CH:35]=[CH:34][C:33]=3[F:39])([CH3:31])[N:30]=2)([C:16]2[CH:21]=[CH:20][C:19]([O:22][CH3:23])=[CH:18][CH:17]=2)[C:10]2[CH:15]=[CH:14][CH:13]=[CH:12][CH:11]=2)=[CH:5][CH:4]=1, predict the reactants needed to synthesize it. The reactants are: [CH3:1][O:2][C:3]1[CH:8]=[CH:7][C:6]([C:9]([NH:24][C:25]2[O:26][C:27]([CH3:43])([CH3:42])[C:28]([F:41])([F:40])[C@:29]([C:32]3[CH:37]=[C:36](Br)[CH:35]=[CH:34][C:33]=3[F:39])([CH3:31])[N:30]=2)([C:16]2[CH:21]=[CH:20][C:19]([O:22][CH3:23])=[CH:18][CH:17]=2)[C:10]2[CH:15]=[CH:14][CH:13]=[CH:12][CH:11]=2)=[CH:5][CH:4]=1.[Cl:44][C:45]1[CH:51]=[CH:50][CH:49]=[CH:48][C:46]=1[NH2:47]. (9) Given the product [CH:1]([C:4]1[N:5]=[C:6]([C:9]2[CH:18]=[C:17]([O:19][CH2:20][CH2:21][C@@H:22]3[NH:36][C:35](=[O:37])[N:34]([CH3:38])[CH2:33][CH2:32][CH2:31][CH2:30][CH:29]=[CH:28][C@H:27]4[C@@:25]([C:39]([OH:41])=[O:40])([CH2:26]4)[NH:24][C:23]3=[O:44])[C:16]3[C:11](=[C:12]([Br:47])[C:13]([O:45][CH3:46])=[CH:14][CH:15]=3)[N:10]=2)[S:7][CH:8]=1)([CH3:3])[CH3:2], predict the reactants needed to synthesize it. The reactants are: [CH:1]([C:4]1[N:5]=[C:6]([C:9]2[CH:18]=[C:17]([O:19][CH2:20][CH2:21][C@@H:22]3[NH:36][C:35](=[O:37])[N:34]([CH3:38])[CH2:33][CH2:32][CH2:31][CH2:30][CH:29]=[CH:28][C@H:27]4[C@@:25]([C:39]([O:41]CC)=[O:40])([CH2:26]4)[NH:24][C:23]3=[O:44])[C:16]3[C:11](=[C:12]([Br:47])[C:13]([O:45][CH3:46])=[CH:14][CH:15]=3)[N:10]=2)[S:7][CH:8]=1)([CH3:3])[CH3:2].C(C1N=C(C2C=C(OCC[C@@H]3NC(=O)N(C)CCCCC=C[C@H]4[C@@](C(O)=O)(C4)NC3=O)C3C(=C(C)C(OC)=CC=3)N=2)SC=1)(C)C.